This data is from Full USPTO retrosynthesis dataset with 1.9M reactions from patents (1976-2016). The task is: Predict the reactants needed to synthesize the given product. (1) Given the product [Cl:1][C:2]1[CH:3]=[C:4]([C@@H:9]2[CH2:18][CH2:17][C:16](=[O:19])[C:15]3[CH:14]=[C:13]([C:20]([NH2:21])=[O:22])[CH:12]=[CH:11][C:10]2=3)[CH:5]=[CH:6][C:7]=1[Cl:8], predict the reactants needed to synthesize it. The reactants are: [Cl:1][C:2]1[CH:3]=[C:4]([C@@H:9]2[CH2:18][CH2:17][C:16](=[O:19])[C:15]3[CH:14]=[C:13]([C:20]#[N:21])[CH:12]=[CH:11][C:10]2=3)[CH:5]=[CH:6][C:7]=1[Cl:8].[OH2:22].[OH-].[Na+]. (2) Given the product [CH2:1]([C:3]1[CH:4]=[C:5]([C:11]2[CH:12]=[C:13]3[C:17](=[CH:18][CH:19]=2)[C:16]2=[N:24][NH:25][CH:21]=[C:15]2[CH2:14]3)[CH:6]=[CH:7][C:8]=1[O:9][CH3:10])[CH3:2], predict the reactants needed to synthesize it. The reactants are: [CH2:1]([C:3]1[CH:4]=[C:5]([C:11]2[CH:12]=[C:13]3[C:17](=[CH:18][CH:19]=2)[C:16](=O)[CH:15]([CH:21]=O)[CH2:14]3)[CH:6]=[CH:7][C:8]=1[O:9][CH3:10])[CH3:2].O.[NH2:24][NH2:25].C(O)(=O)C. (3) Given the product [C:1]([O:5][C:6]([NH:8][C@@H:9]([CH2:17][CH2:18][NH:19][C:20]1[S:21][C:29]([CH:30]=[O:31])=[CH:32][N:22]=1)[C:10]([O:12][C:13]([CH3:14])([CH3:15])[CH3:16])=[O:11])=[O:7])([CH3:2])([CH3:3])[CH3:4], predict the reactants needed to synthesize it. The reactants are: [C:1]([O:5][C:6]([NH:8][C@@H:9]([CH2:17][CH2:18][NH:19][C:20]([NH2:22])=[S:21])[C:10]([O:12][C:13]([CH3:16])([CH3:15])[CH3:14])=[O:11])=[O:7])([CH3:4])([CH3:3])[CH3:2].C([O-])(=O)C.[Na+].Br[CH:29]([CH:32]=O)[CH:30]=[O:31]. (4) Given the product [CH3:1][O:2][C:5]1[CH:10]=[CH:9][CH:8]=[C:7]([CH3:11])[N:6]=1, predict the reactants needed to synthesize it. The reactants are: [CH3:1][O-:2].[Na+].Cl[C:5]1[CH:10]=[CH:9][CH:8]=[C:7]([CH3:11])[N:6]=1.O. (5) Given the product [CH2:1]([N:8]1[CH2:10][CH:9]2[C:13](=[O:14])[CH:2]([CH2:3][CH2:4]2)[CH2:1]1)[C:2]1[CH:7]=[CH:6][CH:5]=[CH:4][CH:3]=1, predict the reactants needed to synthesize it. The reactants are: [CH2:1]([NH2:8])[C:2]1[CH:7]=[CH:6][CH:5]=[CH:4][CH:3]=1.[C:9](O)(=O)[CH3:10].[CH2:13]=[O:14]. (6) The reactants are: [F:1][C:2]([F:18])([F:17])[C:3]([N:5]1[CH2:13][C:12]2[C:7](=[CH:8][CH:9]=[C:10]([N+:14]([O-:16])=[O:15])[CH:11]=2)[CH2:6]1)=O. Given the product [N+:14]([C:10]1[CH:11]=[C:12]2[C:7](=[CH:8][CH:9]=1)[CH2:6][N:5]([CH2:3][C:2]([F:18])([F:1])[F:17])[CH2:13]2)([O-:16])=[O:15], predict the reactants needed to synthesize it. (7) Given the product [NH2:1][C@H:4]1[C@H:9]([OH:2])[CH2:8][CH2:7][C@H:6]([C:11]([N:13]([CH3:15])[CH3:14])=[O:12])[CH2:5]1, predict the reactants needed to synthesize it. The reactants are: [NH4+:1].[OH-:2].O[C@@H:4]1[C@@H:9](Br)[CH2:8][CH2:7][C@H:6]([C:11]([N:13]([CH3:15])[CH3:14])=[O:12])[CH2:5]1. (8) Given the product [S:8]([OH:12])([OH:11])(=[O:10])=[O:9].[NH2:1][CH2:2][CH2:3][CH2:4][CH2:5][CH2:6][NH2:7], predict the reactants needed to synthesize it. The reactants are: [NH2:1][CH2:2][CH2:3][CH2:4][CH2:5][CH2:6][NH2:7].[S:8](=[O:12])(=[O:11])([OH:10])[OH:9].